Dataset: Catalyst prediction with 721,799 reactions and 888 catalyst types from USPTO. Task: Predict which catalyst facilitates the given reaction. Reactant: [Cl:1][C:2]1[CH:3]=[N:4][CH:5]=[C:6]([Cl:27])[C:7]=1[NH:8][C:9]([C:11]1[C:19]2[C:18]3[CH:20]=[C:21]([NH2:24])[CH:22]=[CH:23][C:17]=3[O:16][C:15]=2[C:14]([O:25][CH3:26])=[CH:13][CH:12]=1)=[O:10].[C:28](Cl)(=[O:30])[CH3:29].N1C=CC=CC=1. Product: [Cl:1][C:2]1[CH:3]=[N:4][CH:5]=[C:6]([Cl:27])[C:7]=1[NH:8][C:9]([C:11]1[C:19]2[C:18]3[CH:20]=[C:21]([NH:24][C:28](=[O:30])[CH3:29])[CH:22]=[CH:23][C:17]=3[O:16][C:15]=2[C:14]([O:25][CH3:26])=[CH:13][CH:12]=1)=[O:10]. The catalyst class is: 1.